Predict the reactants needed to synthesize the given product. From a dataset of Full USPTO retrosynthesis dataset with 1.9M reactions from patents (1976-2016). Given the product [CH:1]([C:4]1[C:12]2[C:11]3[CH:13]=[CH:14][CH:15]=[CH:16][C:10]=3[O:9][C:8]=2[C:7]([NH2:17])=[C:6]([CH:21]([CH3:23])[CH3:22])[CH:5]=1)([CH3:3])[CH3:2], predict the reactants needed to synthesize it. The reactants are: [CH:1]([C:4]1[C:12]2[C:11]3[CH:13]=[CH:14][CH:15]=[CH:16][C:10]=3[O:9][C:8]=2[C:7]([NH:17]C(=O)C)=[C:6]([CH:21]([CH3:23])[CH3:22])[CH:5]=1)([CH3:3])[CH3:2].Cl.C(=O)([O-])[O-].[Na+].[Na+].